This data is from Reaction yield outcomes from USPTO patents with 853,638 reactions. The task is: Predict the reaction yield, written as a fraction of the theoretical maximum amount of product (1.0 means a 100% yield; for example, 0.34 means a 34% yield). (1) The reactants are [H-].[H-].[H-].[H-].[Li+].[Al+3].[CH3:7][C:8]([CH3:20])([CH2:12][CH2:13][C:14]1[CH:19]=[CH:18][CH:17]=[CH:16][CH:15]=1)[C:9](O)=[O:10]. The catalyst is CCOCC. The product is [CH3:7][C:8]([CH3:20])([CH2:12][CH2:13][C:14]1[CH:15]=[CH:16][CH:17]=[CH:18][CH:19]=1)[CH2:9][OH:10]. The yield is 0.940. (2) The reactants are [CH3:1][N:2]([C:10]1[CH:15]=[CH:14][CH:13]=[CH:12][CH:11]=1)[C:3]([C:5]1[CH:9]=[CH:8][NH:7][N:6]=1)=[O:4].[C:16]([C:20]1[CH:25]=[CH:24][C:23]([S:26](Cl)(=[O:28])=[O:27])=[CH:22][CH:21]=1)([CH3:19])([CH3:18])[CH3:17]. The catalyst is CN(C1C=CN=CC=1)C.ClCCl. The product is [CH3:1][N:2]([C:10]1[CH:15]=[CH:14][CH:13]=[CH:12][CH:11]=1)[C:3]([C:5]1[CH:9]=[CH:8][N:7]([S:26]([C:23]2[CH:24]=[CH:25][C:20]([C:16]([CH3:19])([CH3:18])[CH3:17])=[CH:21][CH:22]=2)(=[O:28])=[O:27])[N:6]=1)=[O:4]. The yield is 0.650.